Dataset: Full USPTO retrosynthesis dataset with 1.9M reactions from patents (1976-2016). Task: Predict the reactants needed to synthesize the given product. (1) The reactants are: F[B-](F)(F)F.[O:6]=[N+:7]=[O:8].[S:9]1[C:13]([C:14]2[CH:19]=[CH:18][N:17]=[C:16]([S:20]([CH3:23])(=[O:22])=[O:21])[N:15]=2)=[CH:12][C:11]2[CH:24]=[CH:25][CH:26]=[CH:27][C:10]1=2. Given the product [CH3:23][S:20]([C:16]1[N:15]=[C:14]([C:13]2[S:9][C:10]3[CH:27]=[CH:26][CH:25]=[CH:24][C:11]=3[C:12]=2[N+:7]([O-:8])=[O:6])[CH:19]=[CH:18][N:17]=1)(=[O:21])=[O:22], predict the reactants needed to synthesize it. (2) Given the product [CH2:20]([O:22][C:23](=[O:38])[CH2:24][C:11]1[C:12]2[C:17](=[CH:16][CH:15]=[CH:14][CH:13]=2)[CH:18]=[C:9]([O:8][CH2:1][C:2]2[CH:7]=[CH:6][CH:5]=[CH:4][CH:3]=2)[CH:10]=1)[CH3:21], predict the reactants needed to synthesize it. The reactants are: [CH2:1]([O:8][C:9]1[CH:10]=[C:11](Br)[C:12]2[C:17]([CH:18]=1)=[CH:16][CH:15]=[CH:14][CH:13]=2)[C:2]1[CH:7]=[CH:6][CH:5]=[CH:4][CH:3]=1.[CH2:20]([O:22][C:23](=[O:38])[CH2:24][Sn](CCCC)(CCCC)CCCC)[CH3:21]. (3) Given the product [OH:8][C:9]1[CH:14]=[CH:13][N:12]([CH2:15][CH2:16][C:17]2[CH:22]=[CH:21][C:20]([CH2:23][N:24]3[CH2:28][CH2:27][CH2:26][CH2:25]3)=[CH:19][CH:18]=2)[C:11](=[O:29])[CH:10]=1, predict the reactants needed to synthesize it. The reactants are: C([O:8][C:9]1[CH:14]=[CH:13][N:12]([CH2:15][CH2:16][C:17]2[CH:22]=[CH:21][C:20]([CH2:23][N:24]3[CH2:28][CH2:27][CH2:26][CH2:25]3)=[CH:19][CH:18]=2)[C:11](=[O:29])[CH:10]=1)C1C=CC=CC=1. (4) The reactants are: [CH3:1]NCCN(C)C.C([Li])CCC.[CH:13]([Si:16]([CH:29]([CH3:31])[CH3:30])([CH:26]([CH3:28])[CH3:27])[O:17][C:18]1[CH:25]=[CH:24][C:21]([CH:22]=[O:23])=[CH:20][CH:19]=1)([CH3:15])[CH3:14].CI. Given the product [CH3:1][C:24]1[CH:25]=[C:18]([O:17][Si:16]([CH:13]([CH3:15])[CH3:14])([CH:26]([CH3:28])[CH3:27])[CH:29]([CH3:31])[CH3:30])[CH:19]=[CH:20][C:21]=1[CH:22]=[O:23], predict the reactants needed to synthesize it. (5) Given the product [CH3:1][O:2][C:3](=[O:16])[C:4]1[CH:9]=[CH:8][C:7]([C:10]2[NH:24][C:20]3[C:21]([C:11]=2[CH2:12][CH3:13])=[CH:22][CH:23]=[C:18]([Cl:17])[C:19]=3[F:26])=[CH:6][C:5]=1[OH:15], predict the reactants needed to synthesize it. The reactants are: [CH3:1][O:2][C:3](=[O:16])[C:4]1[CH:9]=[CH:8][C:7]([C:10](=O)[CH2:11][CH2:12][CH3:13])=[CH:6][C:5]=1[OH:15].[Cl:17][C:18]1[C:19]([F:26])=[C:20]([NH:24]N)[CH:21]=[CH:22][CH:23]=1. (6) Given the product [CH3:1][O:2][CH2:3][CH2:4][O:5][CH2:6][CH2:7][O:8][CH2:9][C:10]([NH:16][CH2:13][C:14]#[CH:15])=[O:12], predict the reactants needed to synthesize it. The reactants are: [CH3:1][O:2][CH2:3][CH2:4][O:5][CH2:6][CH2:7][O:8][CH2:9][C:10]([OH:12])=O.[CH2:13]([NH2:16])[C:14]#[CH:15].CCN(C(C)C)C(C)C.CN(C(ON1N=NC2C=CC=CC1=2)=[N+](C)C)C.F[P-](F)(F)(F)(F)F. (7) Given the product [OH:26][C@@H:25]([CH2:27][NH:31][CH:28]([CH3:30])[CH3:29])[CH2:24][O:23][C:17]1[CH:16]=[C:15]2[C:20]([C:11]([O:10][C:6]3[CH:5]=[C:4]4[C:9](=[CH:8][CH:7]=3)[NH:1][CH:2]=[CH:3]4)=[N:12][CH:13]=[N:14]2)=[CH:19][C:18]=1[O:21][CH3:22], predict the reactants needed to synthesize it. The reactants are: [NH:1]1[C:9]2[C:4](=[CH:5][C:6]([O:10][C:11]3[C:20]4[C:15](=[CH:16][C:17]([O:23][CH2:24][C@@H:25]5[CH2:27][O:26]5)=[C:18]([O:21][CH3:22])[CH:19]=4)[N:14]=[CH:13][N:12]=3)=[CH:7][CH:8]=2)[CH:3]=[CH:2]1.[CH:28]([NH2:31])([CH3:30])[CH3:29]. (8) The reactants are: [Cl:1][C:2]1[CH:7]=[C:6]([C:8]2[CH:13]=[CH:12][CH:11]=[CH:10][CH:9]=2)[CH:5]=[CH:4][C:3]=1[OH:14].C([O:17][C:18]([C:20]1[N:21]=[C:22]([CH2:25]Br)[S:23][CH:24]=1)=[O:19])C. Given the product [Cl:1][C:2]1[CH:7]=[C:6]([C:8]2[CH:13]=[CH:12][CH:11]=[CH:10][CH:9]=2)[CH:5]=[CH:4][C:3]=1[O:14][CH2:25][C:22]1[S:23][CH:24]=[C:20]([C:18]([OH:19])=[O:17])[N:21]=1, predict the reactants needed to synthesize it. (9) Given the product [CH3:5][N:4]([CH2:6][C:7]([N:9]1[CH2:14][CH2:13][CH:12]([O:15][C:16]2[CH:17]=[C:18]3[C:23](=[CH:24][CH:25]=2)[N:22]=[CH:21][N:20]=[C:19]3[NH:26][C:27]2[CH:28]=[CH:29][C:30]([O:33][CH2:39][C:40]3[CH:45]=[N:44][CH:43]=[CH:42][N:41]=3)=[CH:31][CH:32]=2)[CH2:11][CH2:10]1)=[O:8])[CH3:3], predict the reactants needed to synthesize it. The reactants are: Cl.Cl.[CH3:3][N:4]([CH2:6][C:7]([N:9]1[CH2:14][CH2:13][CH:12]([O:15][C:16]2[CH:17]=[C:18]3[C:23](=[CH:24][CH:25]=2)[N:22]=[CH:21][N:20]=[C:19]3[NH:26][C:27]2[CH:32]=[CH:31][C:30]([OH:33])=[CH:29][CH:28]=2)[CH2:11][CH2:10]1)=[O:8])[CH3:5].CS(O[CH2:39][C:40]1[CH:45]=[N:44][CH:43]=[CH:42][N:41]=1)(=O)=O. (10) Given the product [ClH:45].[C:32]([C:29]1[C:28](=[O:37])[N:27]([CH:38]2[CH2:42][CH2:41][CH2:40][CH2:39]2)[C:25]2[N:26]=[C:21]([NH:20][C:17]3[CH:18]=[CH:19][C:14]([N:11]4[CH2:12][CH2:13][NH:8][C:9]([CH3:44])([CH3:43])[CH2:10]4)=[CH:15][N:16]=3)[N:22]=[CH:23][C:24]=2[C:30]=1[CH3:31])(=[O:34])[CH3:33], predict the reactants needed to synthesize it. The reactants are: C(OC([N:8]1[CH2:13][CH2:12][N:11]([C:14]2[CH:15]=[N:16][C:17]([NH:20][C:21]3[N:22]=[CH:23][C:24]4[C:30]([CH3:31])=[C:29]([C:32]([O:34]CC)=[CH2:33])[C:28](=[O:37])[N:27]([CH:38]5[CH2:42][CH2:41][CH2:40][CH2:39]5)[C:25]=4[N:26]=3)=[CH:18][CH:19]=2)[CH2:10][C:9]1([CH3:44])[CH3:43])=O)(C)(C)C.[ClH:45].